Dataset: TCR-epitope binding with 47,182 pairs between 192 epitopes and 23,139 TCRs. Task: Binary Classification. Given a T-cell receptor sequence (or CDR3 region) and an epitope sequence, predict whether binding occurs between them. (1) The epitope is KAFSPEVIPMF. The TCR CDR3 sequence is CASSQRQDSSYNEQFF. Result: 1 (the TCR binds to the epitope). (2) The epitope is GTSGSPIVNR. The TCR CDR3 sequence is CASSLGAGTVGYEQYF. Result: 1 (the TCR binds to the epitope). (3) Result: 0 (the TCR does not bind to the epitope). The epitope is VTIAEILLI. The TCR CDR3 sequence is CASSLRTSGGADTQYF. (4) Result: 1 (the TCR binds to the epitope). The TCR CDR3 sequence is CSVGEPGQSSYEQYF. The epitope is VTEHDTLLY.